From a dataset of Peptide-MHC class II binding affinity with 134,281 pairs from IEDB. Regression. Given a peptide amino acid sequence and an MHC pseudo amino acid sequence, predict their binding affinity value. This is MHC class II binding data. (1) The peptide sequence is ERRNKYLEEHPSAGK. The MHC is DRB1_0802 with pseudo-sequence DRB1_0802. The binding affinity (normalized) is 0.0287. (2) The peptide sequence is DLLIEALSAMMLDRL. The MHC is DRB1_0802 with pseudo-sequence DRB1_0802. The binding affinity (normalized) is 0.0623. (3) The peptide sequence is SQDLEQSWNLNGLQAY. The MHC is HLA-DQA10301-DQB10302 with pseudo-sequence HLA-DQA10301-DQB10302. The binding affinity (normalized) is 0.544.